This data is from Forward reaction prediction with 1.9M reactions from USPTO patents (1976-2016). The task is: Predict the product of the given reaction. Given the reactants B(F)(F)F.CCOCC.[OH:10][S:11]([OH:14])(=O)=[O:12].[BH4-].[Na+:16].[CH:17]1[CH:22]=[CH:21][C:20]([P:23]([C:30]2[CH:35]=[CH:34][CH:33]=[CH:32][CH:31]=2)[C:24]2[CH:29]=[CH:28][CH:27]=[CH:26][CH:25]=2)=[CH:19][CH:18]=1.O.O.C([O-])(=O)CC(CC([O-])=O)(C([O-])=O)O.[Na+].[Na+].[Na+], predict the reaction product. The product is: [CH:33]1[CH:32]=[CH:31][C:30]([P:23]([C:24]2[CH:29]=[CH:28][CH:27]=[C:26]([S:11]([O-:14])(=[O:12])=[O:10])[CH:25]=2)[C:20]2[CH:21]=[CH:22][CH:17]=[CH:18][CH:19]=2)=[CH:35][CH:34]=1.[Na+:16].